Dataset: Full USPTO retrosynthesis dataset with 1.9M reactions from patents (1976-2016). Task: Predict the reactants needed to synthesize the given product. (1) The reactants are: [C:1]([C:3]1[C:8]([OH:9])=[C:7]([O:10]C)[CH:6]=[C:5]([C:12]#[N:13])[C:4]=1[S:14][C:15]1[CH:23]=[CH:22][C:18]([C:19]([OH:21])=[O:20])=[CH:17][CH:16]=1)#[N:2].B(Br)(Br)Br.CO. Given the product [C:1]([C:3]1[C:8]([OH:9])=[C:7]([OH:10])[CH:6]=[C:5]([C:12]#[N:13])[C:4]=1[S:14][C:15]1[CH:23]=[CH:22][C:18]([C:19]([OH:21])=[O:20])=[CH:17][CH:16]=1)#[N:2], predict the reactants needed to synthesize it. (2) Given the product [Cl:1][C:2]1[CH:11]=[C:10]([F:12])[C:9]([N:13]2[C:18](=[O:19])[CH:17]=[C:16]([C:20]([F:21])([F:22])[F:23])[N:15]([CH3:25])[C:14]2=[O:24])=[CH:8][C:3]=1[NH:4][C:5](=[O:7])[CH3:6], predict the reactants needed to synthesize it. The reactants are: [Cl:1][C:2]1[CH:11]=[C:10]([F:12])[C:9]([N:13]2[C:18](=[O:19])[CH:17]=[C:16]([C:20]([F:23])([F:22])[F:21])[NH:15][C:14]2=[O:24])=[CH:8][C:3]=1[NH:4][C:5](=[O:7])[CH3:6].[C:25](=O)([O-])[O-].[K+].[K+].COS(OC)(=O)=O. (3) Given the product [O:26]1[C:25]2[C:24](=[CH:16][CH:15]=[CH:14][CH:13]=2)[CH:23]=[CH:28][C:30]1=[O:31], predict the reactants needed to synthesize it. The reactants are: C(Cl)CCl.CC1=CCCC(C)=CC[C@:13]2(C)[C:25](=[O:26])[C:24](O)=[C:23]([C@@H:28]([CH2:30][OH:31])C)[C@H:14]2[CH2:15][CH:16]=C(C)[C@@H](O)CC1.C(C(CCCCN)C(O)=O)(OC(C)(C)C)=O.CCN(C(C)C)C(C)C.